From a dataset of Forward reaction prediction with 1.9M reactions from USPTO patents (1976-2016). Predict the product of the given reaction. (1) The product is: [C:1]([N:4]1[CH2:9][CH2:8][N:7]([C:40]2[N:41]=[C:42]([C:43]3[CH:48]=[CH:47][CH:46]=[CH:45][CH:44]=3)[C:33]3[C:32](=[O:53])[N:31]([CH2:30][C:29]4[CH:54]=[C:55]([C:57]([F:60])([F:59])[F:58])[CH:56]=[C:27]([C:26]([F:62])([F:25])[F:61])[CH:28]=4)[CH2:38][CH2:37][CH2:36][NH:35][C:34]=3[N:39]=2)[CH2:6][CH2:5]1)(=[O:3])[CH3:2]. Given the reactants [C:1]([N:4]1[CH2:9][CH2:8][NH:7][CH2:6][CH2:5]1)(=[O:3])[CH3:2].C(N(C(C)C)CC)(C)C.O1CCOCC1.[F:25][C:26]([F:62])([F:61])[C:27]1[CH:28]=[C:29]([CH:54]=[C:55]([C:57]([F:60])([F:59])[F:58])[CH:56]=1)[CH2:30][N:31]1[CH2:38][CH2:37][CH2:36][NH:35][C:34]2[N:39]=[C:40](S(C)(=O)=O)[N:41]=[C:42]([C:43]3[CH:48]=[CH:47][CH:46]=[CH:45][CH:44]=3)[C:33]=2[C:32]1=[O:53], predict the reaction product. (2) Given the reactants CB1N2CCC[C@H]2C(C2C=CC=CC=2)(C2C=CC=CC=2)O1.[Cl:22][C:23]1[C:28]([C:29]#[CH:30])=[C:27](/[N:31]=[N:32]/[N:33]2[CH2:37][CH2:36][CH2:35][CH2:34]2)[C:26]([C:38]2[CH:43]=[CH:42][CH:41]=[C:40]([F:44])[CH:39]=2)=[C:25]([C:45](=[O:47])[CH3:46])[CH:24]=1.O.C(=O)([O-])[O-].[K+].[K+], predict the reaction product. The product is: [Cl:22][C:23]1[C:28]([C:29]#[CH:30])=[C:27](/[N:31]=[N:32]/[N:33]2[CH2:34][CH2:35][CH2:36][CH2:37]2)[C:26]([C:38]2[CH:43]=[CH:42][CH:41]=[C:40]([F:44])[CH:39]=2)=[C:25]([C@H:45]([OH:47])[CH3:46])[CH:24]=1. (3) Given the reactants [Cl:1][C:2]1[N:3]=[N:4][C:5](Cl)=[CH:6][CH:7]=1.[CH3:9][C:10]1([CH3:19])[CH2:15][CH:14]([OH:16])[CH2:13][C:12]([CH3:18])([CH3:17])[NH:11]1.C(O[K])(C)(C)C, predict the reaction product. The product is: [Cl:1][C:2]1[N:3]=[N:4][C:5]([O:16][CH:14]2[CH2:15][C:10]([CH3:19])([CH3:9])[NH:11][C:12]([CH3:18])([CH3:17])[CH2:13]2)=[CH:6][CH:7]=1. (4) Given the reactants C(OC(=O)[NH:7][CH2:8][C@H:9]1[CH2:14][CH2:13][C@H:12]([C:15]#[N:16])[CH2:11][CH2:10]1)(C)(C)C.C(O)(C(F)(F)F)=O.CC(=O)OCC, predict the reaction product. The product is: [NH2:16][CH2:15][C@H:12]1[CH2:13][CH2:14][C@H:9]([C:8]#[N:7])[CH2:10][CH2:11]1. (5) Given the reactants C(Cl)(=O)C(C)=O.[C:7]([OH:12])(=[O:11])[C:8]([CH3:10])=[O:9].OC1O[C@H](CO)[C@@H](O)[C@H](O)[C@@H]1O.[C@@H:25]1([N:34]2[CH:41]=[CH:40][C:38](=[O:39])[NH:37][C:35]2=[O:36])[O:33][C@H:30]([CH2:31]O)[C@@H:28]([OH:29])[C@H:26]1[OH:27], predict the reaction product. The product is: [C:7]([O:12][CH2:31][C@H:30]1[O:33][C@@H:25]([N:34]2[CH:41]=[CH:40][C:38](=[O:39])[NH:37][C:35]2=[O:36])[C@H:26]([OH:27])[C@@H:28]1[OH:29])(=[O:11])[C:8]([CH3:10])=[O:9]. (6) Given the reactants [OH-].[Na+].C([O:5][C:6](=[O:32])[CH2:7][C:8]1[CH:31]=[CH:30][C:11]2[N:12]([C:15]3[C:16]4[CH2:29][CH2:28][CH2:27][C:17]=4[N:18]=[C:19]([C:21]4[S:22][C:23]([Cl:26])=[CH:24][CH:25]=4)[N:20]=3)[CH:13]=[N:14][C:10]=2[CH:9]=1)C.Cl, predict the reaction product. The product is: [Cl:26][C:23]1[S:22][C:21]([C:19]2[N:20]=[C:15]([N:12]3[C:11]4[CH:30]=[CH:31][C:8]([CH2:7][C:6]([OH:32])=[O:5])=[CH:9][C:10]=4[N:14]=[CH:13]3)[C:16]3[CH2:29][CH2:28][CH2:27][C:17]=3[N:18]=2)=[CH:25][CH:24]=1. (7) Given the reactants [C:1]([OH:14])(=O)[CH2:2][CH2:3][CH2:4][CH2:5][CH2:6][CH2:7][CH2:8][CH2:9][CH2:10][CH2:11][CH3:12].[NH2:15][CH2:16][CH2:17]O, predict the reaction product. The product is: [CH2:2]([C:1]1[O:14][CH2:17][CH2:16][N:15]=1)[CH2:3][CH2:4][CH2:5][CH2:6][CH2:7][CH2:8][CH2:9][CH2:10][CH2:11][CH3:12]. (8) Given the reactants [C:1](#[N:9])[C:2]1[C:3](=[CH:5][CH:6]=[CH:7][CH:8]=1)[NH2:4].[N:10]1[C:19]2[C:14](=[CH:15][CH:16]=[CH:17][CH:18]=2)[N:13]=[CH:12][C:11]=1[C:20](Cl)=O.[OH-].[Na+].OO.Cl.[N:28]1[C:37]2[C:32](=[CH:33][CH:34]=[CH:35][CH:36]=2)[CH:31]=[N:30]C=1.P(Cl)(Cl)(Cl)=O.P(Cl)(Cl)(Cl)(Cl)Cl.ClC1C2C(=CC=CC=2)N=C[N:51]=1.C([O-])(=O)C.[K+].NC1C=C2C(=CC=1)NN=C2, predict the reaction product. The product is: [NH:4]1[C:3]2[C:2](=[CH:8][C:7]([NH:30][C:31]3[C:32]4[C:37](=[CH:36][CH:35]=[CH:34][CH:33]=4)[N:28]=[C:20]([C:11]4[CH:12]=[N:13][C:14]5[C:19](=[CH:18][CH:17]=[CH:16][CH:15]=5)[N:10]=4)[N:51]=3)=[CH:6][CH:5]=2)[CH:1]=[N:9]1.